This data is from Forward reaction prediction with 1.9M reactions from USPTO patents (1976-2016). The task is: Predict the product of the given reaction. Given the reactants [CH:1]1([N:4]2[C:8]3[CH:9]=[CH:10][CH:11]=[CH:12][C:7]=3[N:6]([CH2:13][CH2:14][CH2:15][N:16]3[CH2:46][CH2:45][C:19]4([N:23]([C:24]5[CH:29]=[CH:28][CH:27]=[CH:26][CH:25]=5)[CH2:22][N:21]([CH2:30][C:31]5[CH:43]=[CH:42][CH:41]=[CH:40][C:32]=5[C:33]([O:35]C(C)(C)C)=[O:34])[C:20]4=[O:44])[CH2:18][CH2:17]3)[C:5]2=[O:47])[CH2:3][CH2:2]1, predict the reaction product. The product is: [CH:1]1([N:4]2[C:8]3[CH:9]=[CH:10][CH:11]=[CH:12][C:7]=3[N:6]([CH2:13][CH2:14][CH2:15][N:16]3[CH2:46][CH2:45][C:19]4([N:23]([C:24]5[CH:29]=[CH:28][CH:27]=[CH:26][CH:25]=5)[CH2:22][N:21]([CH2:30][C:31]5[CH:43]=[CH:42][CH:41]=[CH:40][C:32]=5[C:33]([OH:35])=[O:34])[C:20]4=[O:44])[CH2:18][CH2:17]3)[C:5]2=[O:47])[CH2:2][CH2:3]1.